Predict the reactants needed to synthesize the given product. From a dataset of Full USPTO retrosynthesis dataset with 1.9M reactions from patents (1976-2016). (1) The reactants are: [O:1]1[C:5]2[CH:6]=[CH:7][C:8]([C:10]3[CH:15]=[CH:14][N:13]=[C:12](Cl)[N:11]=3)=[CH:9][C:4]=2[O:3][CH2:2]1.FC(F)(F)C(O)=O.[NH2:24][CH2:25][CH2:26][CH2:27][O:28][C:29]1[CH:30]=[C:31]2[C:35](=[CH:36][CH:37]=1)[C@H:34]([CH2:38][C:39]([O:41][CH2:42][CH3:43])=[O:40])[CH2:33][CH2:32]2.C(N(CC)CC)C. Given the product [O:1]1[C:5]2[CH:6]=[CH:7][C:8]([C:10]3[CH:15]=[CH:14][N:13]=[C:12]([NH:24][CH2:25][CH2:26][CH2:27][O:28][C:29]4[CH:30]=[C:31]5[C:35](=[CH:36][CH:37]=4)[C@H:34]([CH2:38][C:39]([O:41][CH2:42][CH3:43])=[O:40])[CH2:33][CH2:32]5)[N:11]=3)=[CH:9][C:4]=2[O:3][CH2:2]1, predict the reactants needed to synthesize it. (2) Given the product [CH2:1]([O:3][C:4]([C:6]1[CH:11]=[CH:10][N:9]=[C:8]([S:16][CH:14]([CH3:15])[CH3:13])[N:7]=1)=[O:5])[CH3:2], predict the reactants needed to synthesize it. The reactants are: [CH2:1]([O:3][C:4]([C:6]1[CH:11]=[CH:10][N:9]=[C:8](Cl)[N:7]=1)=[O:5])[CH3:2].[CH3:13][CH:14]([SH:16])[CH3:15]. (3) Given the product [Cl:1][C:2]1[CH:3]=[CH:4][C:5]([CH:8]([C:30]2[CH:31]=[CH:32][C:33]([Cl:36])=[CH:34][CH:35]=2)[N:9]2[CH2:10][CH:11]3[CH2:16][N:15]([C:17]([O:19][CH:20]([C:21](=[O:23])[NH:38][CH3:37])[C:26]([F:29])([F:28])[F:27])=[O:18])[CH2:14][CH:12]3[CH2:13]2)=[CH:6][CH:7]=1, predict the reactants needed to synthesize it. The reactants are: [Cl:1][C:2]1[CH:7]=[CH:6][C:5]([CH:8]([C:30]2[CH:35]=[CH:34][C:33]([Cl:36])=[CH:32][CH:31]=2)[N:9]2[CH2:13][CH:12]3[CH2:14][N:15]([C:17]([O:19][CH:20]([C:26]([F:29])([F:28])[F:27])[C:21]([O:23]CC)=O)=[O:18])[CH2:16][CH:11]3[CH2:10]2)=[CH:4][CH:3]=1.[CH3:37][NH2:38]. (4) Given the product [CH3:31][C:22]([NH:21][CH2:20][C@@H:19]([C:9]1[C:10]2[S:14][C:13](=[O:15])[NH:12][C:11]=2[C:6]([OH:5])=[CH:7][CH:8]=1)[OH:32])([CH3:30])[CH2:23][C:24]1[CH:29]=[CH:28][CH:27]=[CH:26][CH:25]=1, predict the reactants needed to synthesize it. The reactants are: C([O:5][C:6]1[C:11]2[N:12]=[C:13]([O:15]C(C)C)[S:14][C:10]=2[C:9]([C@@H:19]([OH:32])[CH2:20][NH:21][C:22]([CH3:31])([CH3:30])[CH2:23][C:24]2[CH:29]=[CH:28][CH:27]=[CH:26][CH:25]=2)=[CH:8][CH:7]=1)(C)(C)C. (5) Given the product [F:50][C:51]1[CH:56]=[CH:55][CH:54]=[CH:53][C:52]=1[C:57]([NH:60][C:32](=[O:34])[C:31](=[CH:35][C:36]1[CH:41]=[CH:40][C:39]([N:42]2[CH:46]=[C:45]([CH3:47])[N:44]=[CH:43]2)=[C:38]([O:48][CH3:49])[CH:37]=1)[CH2:30][CH2:29][CH2:28][Cl:27])([CH3:58])[CH3:59], predict the reactants needed to synthesize it. The reactants are: C(N(C(C)C)CC)(C)C.C1C=CC2N(O)N=NC=2C=1.FC(F)(F)C(O)=O.[Cl:27][CH2:28][CH2:29][CH2:30][C:31](=[CH:35][C:36]1[CH:41]=[CH:40][C:39]([N:42]2[CH:46]=[C:45]([CH3:47])[N:44]=[CH:43]2)=[C:38]([O:48][CH3:49])[CH:37]=1)[C:32]([OH:34])=O.[F:50][C:51]1[CH:56]=[CH:55][CH:54]=[CH:53][C:52]=1[C:57]([NH2:60])([CH3:59])[CH3:58]. (6) Given the product [CH3:14][CH:13]([C:4]1[C:3]([C:1]2[N:23]=[C:25]([CH3:26])[O:27][N:2]=2)=[CH:11][N:10]2[C:5]=1[C:6]([OH:12])=[N:7][CH:8]=[N:9]2)[CH3:15], predict the reactants needed to synthesize it. The reactants are: [C:1]([C:3]1[C:4]([CH:13]([CH3:15])[CH3:14])=[C:5]2[N:10]([CH:11]=1)[N:9]=[CH:8][NH:7][C:6]2=[O:12])#[N:2].C(=O)([O-])[O-].[K+].[K+].Cl.[NH2:23]O.[C:25](Cl)(=[O:27])[CH3:26]. (7) The reactants are: [Cl:1][C:2]1[CH:7]=[CH:6][C:5]([CH:8]2[CH2:13][CH2:12][CH2:11][N:10]([CH2:14][CH:15]([OH:20])[C:16]([F:19])([F:18])[F:17])[CH2:9]2)=[CH:4][CH:3]=1.C(#N)C.[Cl:24][C:25]1[CH:30]=[CH:29][C:28]([N:31]=[C:32]=[O:33])=[CH:27][CH:26]=1. Given the product [Cl:1][C:2]1[CH:3]=[CH:4][C:5]([CH:8]2[CH2:13][CH2:12][CH2:11][N:10]([CH2:14][CH:15]([O:20][C:32](=[O:33])[NH:31][C:28]3[CH:29]=[CH:30][C:25]([Cl:24])=[CH:26][CH:27]=3)[C:16]([F:17])([F:18])[F:19])[CH2:9]2)=[CH:6][CH:7]=1, predict the reactants needed to synthesize it.